Dataset: Catalyst prediction with 721,799 reactions and 888 catalyst types from USPTO. Task: Predict which catalyst facilitates the given reaction. (1) Reactant: [Li]CCCC.[Cl:6][C:7]1[C:8]2[CH:15]=[CH:14][N:13]([C:16]([CH3:21])([CH2:19][OH:20])[CH2:17]O)[C:9]=2[N:10]=[CH:11][N:12]=1.S(Cl)(C1C=CC(C)=CC=1)(=O)=O. Product: [Cl:6][C:7]1[C:8]2[CH:15]=[CH:14][N:13]([C:16]3([CH3:21])[CH2:19][O:20][CH2:17]3)[C:9]=2[N:10]=[CH:11][N:12]=1. The catalyst class is: 323. (2) Reactant: [CH2:1]([N:3]1[CH2:15][CH2:14][C:6]2[NH:7][C:8]3[CH:9]=[CH:10][CH:11]=[CH:12][C:13]=3[C:5]=2[CH2:4]1)[CH3:2].C([C:18]1[CH:23]=[CH:22][N:21]=[CH:20][CH:19]=1)=C.[Na].FC(F)(F)C([O-])=O. Product: [CH2:1]([N:3]1[CH2:15][CH2:14][C:6]2[N:7]([C:18]3[CH:23]=[CH:22][N:21]=[CH:20][CH:19]=3)[C:8]3[CH:9]=[CH:10][CH:11]=[CH:12][C:13]=3[C:5]=2[CH2:4]1)[CH3:2]. The catalyst class is: 8. (3) Reactant: [O:1]([CH2:5][CH2:6][OH:7])[CH2:2][CH2:3][OH:4].C(N([CH2:13][CH3:14])CC)C.[S:15](Cl)([C:18]1[CH:24]=[CH:23][C:21]([CH3:22])=[CH:20][CH:19]=1)(=[O:17])=[O:16]. Product: [CH3:22][C:21]1[CH:23]=[CH:24][C:18]([S:15]([O:4][CH2:3][CH2:2][O:1][CH2:5][CH2:6][O:7][S:15]([C:18]2[CH:24]=[CH:23][C:13]([CH3:14])=[CH:20][CH:19]=2)(=[O:17])=[O:16])(=[O:17])=[O:16])=[CH:19][CH:20]=1. The catalyst class is: 4. (4) Reactant: C[O:2][C:3](=[O:41])[CH2:4][C:5]([NH:7][C:8]1[CH:13]=[CH:12][CH:11]=[C:10]([CH3:14])[C:9]=1[C:15]1[CH:20]=[CH:19][CH:18]=[C:17]([S:21]([C:24]2[CH:28]=[C:27]([C:29]([NH:31][C:32]([O:34][C:35]([CH3:38])([CH3:37])[CH3:36])=[O:33])=[NH:30])[S:26][C:25]=2[S:39][CH3:40])(=[O:23])=[O:22])[CH:16]=1)=[O:6].[OH-].[Na+].[Li+].[OH-]. Product: [C:35]([O:34][C:32]([NH:31][C:29](=[NH:30])[C:27]1[S:26][C:25]([S:39][CH3:40])=[C:24]([S:21]([C:17]2[CH:16]=[C:15]([C:9]3[C:10]([CH3:14])=[CH:11][CH:12]=[CH:13][C:8]=3[NH:7][C:5](=[O:6])[CH2:4][C:3]([OH:41])=[O:2])[CH:20]=[CH:19][CH:18]=2)(=[O:23])=[O:22])[CH:28]=1)=[O:33])([CH3:38])([CH3:36])[CH3:37]. The catalyst class is: 5. (5) Reactant: F[C:2]1[CH:3]=[CH:4][C:5]([N+:21]([O-:23])=[O:22])=[C:6]([N:8]2[CH2:13][CH2:12][N:11]([C:14]([O:16][C:17]([CH3:20])([CH3:19])[CH3:18])=[O:15])[CH2:10][CH2:9]2)[CH:7]=1.[Cl:24][C:25]1[CH:26]=[C:27]([CH:30]=[CH:31][CH:32]=1)[CH2:28][NH2:29].C(N(CC)C(C)C)(C)C. Product: [Cl:24][C:25]1[CH:26]=[C:27]([CH:30]=[CH:31][CH:32]=1)[CH2:28][NH:29][C:2]1[CH:3]=[CH:4][C:5]([N+:21]([O-:23])=[O:22])=[C:6]([N:8]2[CH2:13][CH2:12][N:11]([C:14]([O:16][C:17]([CH3:20])([CH3:19])[CH3:18])=[O:15])[CH2:10][CH2:9]2)[CH:7]=1. The catalyst class is: 10. (6) Reactant: [NH2:1][OH:2].O.[C:4]([N:7]1[C:15]2[C:10](=[CH:11][C:12]([Cl:20])=[C:13]([S:16](Cl)(=[O:18])=[O:17])[CH:14]=2)[CH2:9][CH2:8]1)(=[O:6])[CH3:5]. Product: [C:4]([N:7]1[C:15]2[C:10](=[CH:11][C:12]([Cl:20])=[C:13]([S:16]([NH:1][OH:2])(=[O:18])=[O:17])[CH:14]=2)[CH2:9][CH2:8]1)(=[O:6])[CH3:5]. The catalyst class is: 7.